This data is from Full USPTO retrosynthesis dataset with 1.9M reactions from patents (1976-2016). The task is: Predict the reactants needed to synthesize the given product. Given the product [Br:22][C:23]1[C:24]([F:32])=[C:25]2[C:29](=[CH:30][CH:31]=1)[NH:28][N:27]=[C:26]2[F:21], predict the reactants needed to synthesize it. The reactants are: [B-](F)(F)(F)F.[B-](F)(F)(F)F.C1[N+]2(CCl)CC[N+]([F:21])(CC2)C1.[Br:22][C:23]1[C:24]([F:32])=[C:25]2[C:29](=[CH:30][CH:31]=1)[NH:28][N:27]=[CH:26]2.